Dataset: Peptide-MHC class II binding affinity with 134,281 pairs from IEDB. Task: Regression. Given a peptide amino acid sequence and an MHC pseudo amino acid sequence, predict their binding affinity value. This is MHC class II binding data. (1) The peptide sequence is KCEFQDAYVLLSEKK. The MHC is DRB1_0404 with pseudo-sequence DRB1_0404. The binding affinity (normalized) is 0.367. (2) The peptide sequence is LIDDVLAILPLDDLK. The MHC is DRB1_1001 with pseudo-sequence DRB1_1001. The binding affinity (normalized) is 0.701. (3) The peptide sequence is YDKFTANVSTVLTGK. The MHC is DRB1_0101 with pseudo-sequence DRB1_0101. The binding affinity (normalized) is 0.751. (4) The peptide sequence is FVNTLVASSGSYAAT. The MHC is HLA-DQA10501-DQB10301 with pseudo-sequence HLA-DQA10501-DQB10301. The binding affinity (normalized) is 0.454. (5) The peptide sequence is EKEYFAATQFEPLAA. The MHC is HLA-DQA10501-DQB10201 with pseudo-sequence HLA-DQA10501-DQB10201. The binding affinity (normalized) is 0.651. (6) The peptide sequence is RGKVVLIDFWAYPCI. The MHC is DRB1_0401 with pseudo-sequence DRB1_0401. The binding affinity (normalized) is 0.102.